Dataset: Full USPTO retrosynthesis dataset with 1.9M reactions from patents (1976-2016). Task: Predict the reactants needed to synthesize the given product. (1) The reactants are: O.C1(P(C2CCCCC2)C2C=CC=CC=2C2C(OC)=CC=C(S([O-])(=O)=O)C=2OC)CCCCC1.[Na+].[F:36][C:37]1[CH:42]=[CH:41][C:40]([C:43]2[CH:44]=[C:45]([C:59]([OH:61])=[O:60])[C:46]3[C:51](I)=[N:50][N:49]([CH:53]4[CH2:58][CH2:57][CH2:56][CH2:55][O:54]4)[C:47]=3[N:48]=2)=[CH:39][C:38]=1[C:62]([O:64][CH3:65])=[O:63].CC1(C)C(C)(C)OB([C:74]2[CH:75]=[C:76]([CH:87]=[CH:88][CH:89]=2)[C:77]([O:79][CH2:80][C:81]2[CH:86]=[CH:85][CH:84]=[CH:83][CH:82]=2)=[O:78])O1.C(=O)([O-])[O-].[K+].[K+].C([O-])(O)=O.[Na+]. Given the product [CH2:80]([O:79][C:77]([C:76]1[CH:75]=[C:74]([C:51]2[C:46]3[C:45]([C:59]([OH:61])=[O:60])=[CH:44][C:43]([C:40]4[CH:41]=[CH:42][C:37]([F:36])=[C:38]([C:62]([O:64][CH3:65])=[O:63])[CH:39]=4)=[N:48][C:47]=3[N:49]([CH:53]3[CH2:58][CH2:57][CH2:56][CH2:55][O:54]3)[N:50]=2)[CH:89]=[CH:88][CH:87]=1)=[O:78])[C:81]1[CH:82]=[CH:83][CH:84]=[CH:85][CH:86]=1, predict the reactants needed to synthesize it. (2) Given the product [Cl:1][C:2]1[CH:10]=[CH:9][C:8]([OH:11])=[CH:7][C:3]=1[C:4]([NH:14][CH2:12][CH3:13])=[O:6], predict the reactants needed to synthesize it. The reactants are: [Cl:1][C:2]1[CH:10]=[CH:9][C:8]([OH:11])=[CH:7][C:3]=1[C:4]([OH:6])=O.[CH2:12]([NH2:14])[CH3:13]. (3) The reactants are: N(C(OCC)=O)=NC(OCC)=O.[OH:13][CH2:14][CH2:15][N:16]1[CH2:21][CH2:20][N:19]([C:22]([O:24][C:25]([CH3:28])([CH3:27])[CH3:26])=[O:23])[CH2:18][CH2:17]1.[Br:29][C:30]1[CH:35]=[CH:34][C:33](O)=[CH:32][CH:31]=1.C1(P(C2C=CC=CC=2)C2C=CC=CC=2)C=CC=CC=1. Given the product [Br:29][C:30]1[CH:35]=[CH:34][C:33]([O:13][CH2:14][CH2:15][N:16]2[CH2:21][CH2:20][N:19]([C:22]([O:24][C:25]([CH3:28])([CH3:27])[CH3:26])=[O:23])[CH2:18][CH2:17]2)=[CH:32][CH:31]=1, predict the reactants needed to synthesize it. (4) Given the product [F:1][C:2]1[CH:7]=[CH:6][CH:5]=[CH:4][C:3]=1[CH:8]1[O:49][C:47](=[O:32])[NH:44][CH:9]1[CH2:13][C:14]1[CH:15]=[CH:16][C:17]([C:20]([F:21])([F:22])[F:23])=[CH:18][CH:19]=1, predict the reactants needed to synthesize it. The reactants are: [F:1][C:2]1[CH:7]=[CH:6][CH:5]=[CH:4][C:3]=1[CH:8](O)[CH:9]([CH2:13][C:14]1[CH:19]=[CH:18][C:17]([C:20]([F:23])([F:22])[F:21])=[CH:16][CH:15]=1)C(O)=O.C1(P(N=[N+]=[N-])(C2C=CC=CC=2)=[O:32])C=CC=CC=1.C([N:44]([CH2:47]C)CC)C.[OH2:49]. (5) Given the product [CH3:7][O:8][C:9]1[CH:42]=[CH:41][C:12]2[C:13]([C:16]3[C:24]4[C:19](=[CH:20][C:21]([O:25][C:26]([F:28])([F:27])[F:29])=[CH:22][CH:23]=4)[NH:18][C:17]=3[CH3:40])=[N:14][O:15][C:11]=2[CH:10]=1, predict the reactants needed to synthesize it. The reactants are: C([O-])([O-])=O.[K+].[K+].[CH3:7][O:8][C:9]1[CH:42]=[CH:41][C:12]2[C:13]([C:16]3[C:24]4[C:19](=[CH:20][C:21]([O:25][C:26]([F:29])([F:28])[F:27])=[CH:22][CH:23]=4)[N:18](S(C4C=CC(C)=CC=4)(=O)=O)[C:17]=3[CH3:40])=[N:14][O:15][C:11]=2[CH:10]=1. (6) Given the product [CH2:12]([C:5]1[CH:6]=[CH:7][CH:8]=[C:9]([CH2:10][CH3:11])[C:4]=1[CH2:3][C:2]1[NH:15][CH2:16][CH:17]([CH3:18])[N:19]=1)[CH3:13], predict the reactants needed to synthesize it. The reactants are: Br[C:2](Br)=[CH:3][C:4]1[C:9]([CH2:10][CH3:11])=[CH:8][CH:7]=[CH:6][C:5]=1[CH2:12][CH3:13].[NH2:15][CH2:16][CH:17]([NH2:19])[CH3:18]. (7) Given the product [CH3:19][S:16]([O:8][CH2:7][CH:4]1[CH2:5][CH2:6][O:1][CH2:2][CH2:3]1)(=[O:18])=[O:17], predict the reactants needed to synthesize it. The reactants are: [O:1]1[CH2:6][CH2:5][CH:4]([CH2:7][OH:8])[CH2:3][CH2:2]1.C(N(CC)CC)C.[S:16](Cl)([CH3:19])(=[O:18])=[O:17]. (8) The reactants are: [OH:1][C:2]1[CH:10]=[CH:9][C:5]([C:6]([OH:8])=O)=[CH:4][C:3]=1[C:11]([OH:13])=[O:12].S(=O)(=O)(O)O.[C:19](=O)(O)[O-].[Na+].[CH3:24][OH:25]. Given the product [CH3:24][O:25][C:6](=[O:8])[C:5]1[CH:9]=[CH:10][C:2]([OH:1])=[C:3]([C:11]([O:13][CH3:19])=[O:12])[CH:4]=1, predict the reactants needed to synthesize it. (9) Given the product [CH3:1][O:2][CH2:3][CH2:4][O:5][CH2:6][C:7]([NH:10][C:11]1[N:16]=[N:15][C:14]([N:17]2[CH2:18][CH2:19][N:20]([C:23](=[O:24])[C:25]3[CH:30]=[CH:29][CH:28]=[CH:27][C:26]=3[C:31]([F:34])([F:33])[F:32])[CH2:21][CH2:22]2)=[CH:13][CH:12]=1)=[O:9], predict the reactants needed to synthesize it. The reactants are: [CH3:1][O:2][CH2:3][CH2:4][O:5][CH2:6][C:7]([OH:9])=O.[NH2:10][C:11]1[N:16]=[N:15][C:14]([N:17]2[CH2:22][CH2:21][N:20]([C:23]([C:25]3[CH:30]=[CH:29][CH:28]=[CH:27][C:26]=3[C:31]([F:34])([F:33])[F:32])=[O:24])[CH2:19][CH2:18]2)=[CH:13][CH:12]=1.